From a dataset of Full USPTO retrosynthesis dataset with 1.9M reactions from patents (1976-2016). Predict the reactants needed to synthesize the given product. Given the product [Cl:1][C:2]1[CH:3]=[C:4]2[C:9](=[CH:10][C:11]=1[C:12]([N:14]1[CH2:18][CH2:17][CH2:16][CH2:15]1)=[O:13])[N:8]=[CH:7][N:6]=[C:5]2[NH:19][CH:20]([C:26]1[NH:30][C:29]2[CH:38]=[CH:39][C:40]([Cl:42])=[CH:41][C:28]=2[N:27]=1)[CH2:21][CH2:22][C:23]([N:43]1[CH2:48][CH2:47][S:46](=[O:49])[CH2:45][CH2:44]1)=[O:25], predict the reactants needed to synthesize it. The reactants are: [Cl:1][C:2]1[CH:3]=[C:4]2[C:9](=[CH:10][C:11]=1[C:12]([N:14]1[CH2:18][CH2:17][CH2:16][CH2:15]1)=[O:13])[N:8]=[CH:7][N:6]=[C:5]2[NH:19][CH:20]([C:26]1[N:30](C(OC(C)(C)C)=O)[C:29]2[CH:38]=[CH:39][C:40]([Cl:42])=[CH:41][C:28]=2[N:27]=1)[CH2:21][CH2:22][C:23]([OH:25])=O.[NH:43]1[CH2:48][CH2:47][S:46](=[O:49])[CH2:45][CH2:44]1.CN(C(ON1N=NC2C=CC=CC1=2)=[N+](C)C)C.[B-](F)(F)(F)F.FC(F)(F)C(O)=O.